From a dataset of Forward reaction prediction with 1.9M reactions from USPTO patents (1976-2016). Predict the product of the given reaction. (1) The product is: [Br:1][CH:10]([C:7]1[CH:8]=[CH:9][C:4]([Cl:3])=[CH:5][CH:6]=1)[C:11]([C:13]1[CH:14]=[C:15]([C:31]([NH:33][CH3:34])=[O:32])[C:16](=[O:30])[N:17]([C:20]2[CH:25]=[CH:24][CH:23]=[C:22]([C:26]([F:29])([F:28])[F:27])[CH:21]=2)[C:18]=1[CH3:19])=[O:12]. Given the reactants [Br:1]Br.[Cl:3][C:4]1[CH:9]=[CH:8][C:7]([CH2:10][C:11]([C:13]2[CH:14]=[C:15]([C:31]([NH:33][CH3:34])=[O:32])[C:16](=[O:30])[N:17]([C:20]3[CH:25]=[CH:24][CH:23]=[C:22]([C:26]([F:29])([F:28])[F:27])[CH:21]=3)[C:18]=2[CH3:19])=[O:12])=[CH:6][CH:5]=1, predict the reaction product. (2) The product is: [Cl:14][C:4]1[N:3]=[C:2]([NH:15][C:16]2[NH:17][N:18]=[C:19]([CH3:21])[CH:20]=2)[CH:7]=[C:6]([N:8]2[CH2:12][CH2:11][C@H:10]([F:13])[CH2:9]2)[CH:5]=1. Given the reactants Cl[C:2]1[CH:7]=[C:6]([N:8]2[CH2:12][CH2:11][C@H:10]([F:13])[CH2:9]2)[CH:5]=[C:4]([Cl:14])[N:3]=1.[NH2:15][C:16]1[CH:20]=[C:19]([CH3:21])[N:18](C(OC(C)(C)C)=O)[N:17]=1.CC1(C)C2C(=C(P(C3C=CC=CC=3)C3C=CC=CC=3)C=CC=2)OC2C(P(C3C=CC=CC=3)C3C=CC=CC=3)=CC=CC1=2.C(=O)([O-])[O-].[Na+].[Na+], predict the reaction product. (3) Given the reactants [CH3:1][C:2]1[C:3]([CH3:12])([CH3:11])[C:4]2[C:5]([N:10]=1)=[N:6][CH:7]=[CH:8][CH:9]=2.[CH3:13][O:14][CH2:15][CH2:16][O:17][CH2:18][Cl:19], predict the reaction product. The product is: [Cl-:19].[CH3:13][O:14][CH2:15][CH2:16][O:17][CH2:18][N:6]1[CH:7]=[CH:8][CH:9]=[C:4]2[C:3]([CH3:12])([CH3:11])[CH:2]([CH3:1])[NH+:10]=[C:5]12. (4) Given the reactants [CH:1]1([OH:7])[CH2:6][CH2:5][CH2:4][CH2:3][CH2:2]1.[N+](=[CH:10][C:11]([O:13][CH2:14][CH3:15])=[O:12])=[N-], predict the reaction product. The product is: [CH2:14]([O:13][C:11](=[O:12])[CH2:10][O:7][CH:1]1[CH2:6][CH2:5][CH2:4][CH2:3][CH2:2]1)[CH3:15]. (5) The product is: [N+:15]([C:12]1[CH:13]=[CH:14][C:9]2[C:8](=[O:25])[NH:21][S:18](=[O:20])(=[O:19])[C:10]=2[CH:11]=1)([O-:17])=[O:16]. Given the reactants O.O.I(O)(=O)(=O)=O.[CH3:8][C:9]1[CH:14]=[CH:13][C:12]([N+:15]([O-:17])=[O:16])=[CH:11][C:10]=1[S:18]([NH2:21])(=[O:20])=[O:19].C([OH:25])(C)C.S(=O)(=O)(O)O, predict the reaction product. (6) Given the reactants N#N.[F:3][C:4]([F:18])([CH3:17])[CH2:5][CH2:6][CH2:7][CH2:8][N:9]1[CH:13]=[C:12]([N+:14]([O-])=O)[CH:11]=[N:10]1.[NH4+].[Cl-], predict the reaction product. The product is: [F:18][C:4]([F:3])([CH3:17])[CH2:5][CH2:6][CH2:7][CH2:8][N:9]1[CH:13]=[C:12]([NH2:14])[CH:11]=[N:10]1. (7) The product is: [O:25]1[CH2:26][CH2:27][N:22]([C:2]2[C:3]([O:8][CH:9]3[CH2:14][CH2:13][N:12]([C:15]([O:17][C:18]([CH3:21])([CH3:20])[CH3:19])=[O:16])[CH2:11][CH2:10]3)=[N:4][CH:5]=[CH:6][CH:7]=2)[CH2:23][CH2:24]1. Given the reactants Br[C:2]1[C:3]([O:8][CH:9]2[CH2:14][CH2:13][N:12]([C:15]([O:17][C:18]([CH3:21])([CH3:20])[CH3:19])=[O:16])[CH2:11][CH2:10]2)=[N:4][CH:5]=[CH:6][CH:7]=1.[NH:22]1[CH2:27][CH2:26][O:25][CH2:24][CH2:23]1.CC(C)([O-])C.[Na+], predict the reaction product.